This data is from Forward reaction prediction with 1.9M reactions from USPTO patents (1976-2016). The task is: Predict the product of the given reaction. (1) Given the reactants [CH3:1][O:2][C:3]1[C:4]2[N:5]([N:15]=[CH:16][CH:17]=2)[CH:6]=[C:7]([C:9]2[CH:10]=[N:11][N:12]([CH3:14])[CH:13]=2)[CH:8]=1.[I:18]N1C(=O)CCC1=O, predict the reaction product. The product is: [I:18][C:17]1[CH:16]=[N:15][N:5]2[CH:6]=[C:7]([C:9]3[CH:10]=[N:11][N:12]([CH3:14])[CH:13]=3)[CH:8]=[C:3]([O:2][CH3:1])[C:4]=12. (2) Given the reactants N#N.C[O:4][C:5]([C:7]1[O:8][C:9]([CH2:12][N:13]2[CH:17]=[C:16]([N+:18]([O-:20])=[O:19])[CH:15]=[N:14]2)=[CH:10][CH:11]=1)=O.CC(C[AlH]CC(C)C)C.[C@H](O)(C([O-])=O)[C@@H](O)C([O-])=O.[Na+].[K+], predict the reaction product. The product is: [N+:18]([C:16]1[CH:15]=[N:14][N:13]([CH2:12][C:9]2[O:8][C:7]([CH2:5][OH:4])=[CH:11][CH:10]=2)[CH:17]=1)([O-:20])=[O:19]. (3) Given the reactants [NH2:1][C:2](=[N:11][O:12][C:13]([C:15]1[CH:16]=[N:17][CH:18]=[CH:19][C:20]=1[C:21]([F:24])([F:23])[F:22])=O)[CH2:3][C:4]([O:6][C:7]([CH3:10])([CH3:9])[CH3:8])=[O:5], predict the reaction product. The product is: [C:7]([O:6][C:4]([CH2:3][C:2]1[N:1]=[C:13]([C:15]2[CH:16]=[N:17][CH:18]=[CH:19][C:20]=2[C:21]([F:24])([F:23])[F:22])[O:12][N:11]=1)=[O:5])([CH3:10])([CH3:9])[CH3:8]. (4) Given the reactants FC(F)(F)C(O)=O.C(OC([N:15]1[CH2:20][CH2:19][N:18]([S:21]([C:24]2[CH:29]=[CH:28][C:27]([C:30]#[C:31][C:32]3[CH:37]=[C:36]([F:38])[CH:35]=[CH:34][C:33]=3[CH:39]=[O:40])=[CH:26][CH:25]=2)(=[O:23])=[O:22])[CH2:17][CH2:16]1)=O)(C)(C)C, predict the reaction product. The product is: [F:38][C:36]1[CH:35]=[CH:34][C:33]([CH:39]=[O:40])=[C:32]([C:31]#[C:30][C:27]2[CH:26]=[CH:25][C:24]([S:21]([N:18]3[CH2:19][CH2:20][NH:15][CH2:16][CH2:17]3)(=[O:23])=[O:22])=[CH:29][CH:28]=2)[CH:37]=1. (5) Given the reactants [C:1]1([CH:7]([CH:9]2[CH2:14][CH2:13][NH:12][CH2:11][CH2:10]2)O)[CH:6]=[CH:5][CH:4]=[CH:3][CH:2]=1.[H-].[Na+].C([O-])(=[O:24])C1C=CC=CC=1.[K+].[F:27][C:28]1[CH:33]=[CH:32][C:31](F)=[CH:30][CH:29]=1.[Na+].[Cl-].Cl, predict the reaction product. The product is: [F:27][C:28]1[CH:33]=[CH:32][C:31]([O:24][C:2]2[CH:3]=[CH:4][CH:5]=[CH:6][C:1]=2[CH2:7][CH:9]2[CH2:14][CH2:13][NH:12][CH2:11][CH2:10]2)=[CH:30][CH:29]=1. (6) Given the reactants Br[C:2]1[CH:7]=[CH:6][C:5]([S:8]([NH:11][CH2:12][CH2:13][N:14]2[CH2:19][CH2:18][O:17][CH2:16][CH2:15]2)(=[O:10])=[O:9])=[C:4]([CH3:20])[CH:3]=1.[C:21](=[N:34][NH2:35])([C:28]1[CH:33]=[CH:32][CH:31]=[CH:30][CH:29]=1)[C:22]1[CH:27]=[CH:26][CH:25]=[CH:24][CH:23]=1.CC(C)([O-])C.[Na+], predict the reaction product. The product is: [C:21](=[N:34][NH:35][C:2]1[CH:7]=[CH:6][C:5]([S:8]([NH:11][CH2:12][CH2:13][N:14]2[CH2:19][CH2:18][O:17][CH2:16][CH2:15]2)(=[O:10])=[O:9])=[C:4]([CH3:20])[CH:3]=1)([C:28]1[CH:29]=[CH:30][CH:31]=[CH:32][CH:33]=1)[C:22]1[CH:27]=[CH:26][CH:25]=[CH:24][CH:23]=1. (7) The product is: [NH2:11][C:9]1[N:8]=[CH:7][N:6]=[C:5]2[N:4]([C@H:12]3[CH2:17][CH2:16][C@@H:15]([N:18]4[CH2:23][CH2:22][N:21]([CH3:24])[CH2:20][CH2:19]4)[CH2:14][CH2:13]3)[N:3]=[C:2]([C:34]3[CH:35]=[C:36]([CH:46]=[CH:47][CH:33]=3)[O:37][C:38]3[CH:45]=[CH:44][CH:43]=[CH:42][C:39]=3[CH:40]=[O:41])[C:10]=12. Given the reactants I[C:2]1[C:10]2[C:5](=[N:6][CH:7]=[N:8][C:9]=2[NH2:11])[N:4]([C@H:12]2[CH2:17][CH2:16][C@@H:15]([N:18]3[CH2:23][CH2:22][N:21]([CH3:24])[CH2:20][CH2:19]3)[CH2:14][CH2:13]2)[N:3]=1.CC1(C)C(C)(C)OB([C:33]2[CH:47]=[CH:46][C:36]([O:37][C:38]3[CH:45]=[CH:44][CH:43]=[CH:42][C:39]=3[CH:40]=[O:41])=[CH:35][CH:34]=2)O1.O.C(=O)([O-])[O-].[Na+].[Na+].C(=O)(O)[O-].[Na+], predict the reaction product.